The task is: Predict the reactants needed to synthesize the given product.. This data is from Full USPTO retrosynthesis dataset with 1.9M reactions from patents (1976-2016). (1) Given the product [OH:8][NH:9][C:10](=[O:35])[C:11]1[CH:16]=[CH:15][C:14]([N:17]2[CH2:22][CH:21]3[CH:19]([CH:20]3[NH:23][CH2:24][C:25]3[CH:34]=[CH:33][C:32]4[C:27](=[CH:28][CH:29]=[CH:30][CH:31]=4)[CH:26]=3)[CH2:18]2)=[CH:13][CH:12]=1, predict the reactants needed to synthesize it. The reactants are: C(OC([O:8][NH:9][C:10](=[O:35])[C:11]1[CH:16]=[CH:15][C:14]([N:17]2[CH2:22][CH:21]3[CH:19]([CH:20]3[NH:23][CH2:24][C:25]3[CH:34]=[CH:33][C:32]4[C:27](=[CH:28][CH:29]=[CH:30][CH:31]=4)[CH:26]=3)[CH2:18]2)=[CH:13][CH:12]=1)C)C(C)C.Cl. (2) Given the product [Br:18][CH2:2][C:1]([C:4]1[CH:5]=[CH:6][C:7]([B:10]([OH:12])[OH:11])=[CH:8][CH:9]=1)=[O:3], predict the reactants needed to synthesize it. The reactants are: [C:1]([C:4]1[CH:9]=[CH:8][C:7]([B:10]([OH:12])[OH:11])=[CH:6][CH:5]=1)(=[O:3])[CH3:2].C1COCC1.[Br:18]Br. (3) The reactants are: [CH3:1][O:2][C:3]1[CH:10]=[C:9]([O:11][CH3:12])[CH:8]=[CH:7][C:4]=1[CH2:5][NH2:6].[CH:13](OCC)=[O:14]. Given the product [CH3:1][O:2][C:3]1[CH:10]=[C:9]([O:11][CH3:12])[CH:8]=[CH:7][C:4]=1[CH2:5][NH:6][CH:13]=[O:14], predict the reactants needed to synthesize it. (4) Given the product [CH3:5][O:6][C:7]1[CH:16]=[C:15]2[C:10]([CH:11]=[CH:12][CH:13]=[C:14]2[CH2:17][CH2:18][NH:19][C:1](=[O:3])[CH3:2])=[CH:9][CH:8]=1, predict the reactants needed to synthesize it. The reactants are: [C:1](Cl)(=[O:3])[CH3:2].[CH3:5][O:6][C:7]1[CH:16]=[C:15]2[C:10]([CH:11]=[CH:12][CH:13]=[C:14]2[CH2:17][CH2:18][NH2:19])=[CH:9][CH:8]=1.N1C=CC=CC=1. (5) Given the product [Br:11][C:12]1[C:17]([CH3:18])=[CH:16][C:15]([O:1][CH2:2][CH2:3][CH2:4][N:5]2[CH2:9][CH2:8][CH2:7][C:6]2=[O:10])=[CH:14][C:13]=1[CH3:20], predict the reactants needed to synthesize it. The reactants are: [OH:1][CH2:2][CH2:3][CH2:4][N:5]1[CH2:9][CH2:8][CH2:7][C:6]1=[O:10].[Br:11][C:12]1[C:17]([CH3:18])=[CH:16][C:15](O)=[CH:14][C:13]=1[CH3:20]. (6) Given the product [N:22]1([CH2:2][C:3]2[CH:8]=[CH:7][C:6]([C:9]3[O:10][C:11]4[C:17]([C:18]([O:20][CH3:21])=[O:19])=[CH:16][CH:15]=[CH:14][C:12]=4[N:13]=3)=[CH:5][CH:4]=2)[CH2:27][CH2:26][NH:25][CH2:24][CH2:23]1, predict the reactants needed to synthesize it. The reactants are: Br[CH2:2][C:3]1[CH:8]=[CH:7][C:6]([C:9]2[O:10][C:11]3[C:17]([C:18]([O:20][CH3:21])=[O:19])=[CH:16][CH:15]=[CH:14][C:12]=3[N:13]=2)=[CH:5][CH:4]=1.[NH:22]1[CH2:27][CH2:26][NH:25][CH2:24][CH2:23]1. (7) Given the product [CH3:28][C:12]1([CH3:29])[C:13]2[C:18](=[CH:17][C:16]([N:19]3[CH:23]=[C:22]([C:24]([F:27])([F:26])[F:25])[N:21]=[CH:20]3)=[CH:15][CH:14]=2)[NH:10][C:11]1=[O:30], predict the reactants needed to synthesize it. The reactants are: COC1C=CC(C[N:10]2[C:18]3[C:13](=[CH:14][CH:15]=[C:16]([N:19]4[CH:23]=[C:22]([C:24]([F:27])([F:26])[F:25])[N:21]=[CH:20]4)[CH:17]=3)[C:12]([CH3:29])([CH3:28])[C:11]2=[O:30])=CC=1.C(O)(C(F)(F)F)=O. (8) The reactants are: C(OC(=O)[N:7]([CH:25]([CH3:27])[CH3:26])[C:8]1[C:9]2[N:10]([C:14]([C:17]3[CH:22]=[CH:21][N:20]=[C:19](SC)[N:18]=3)=[CH:15][N:16]=2)[CH:11]=[CH:12][N:13]=1)(C)(C)C.[NH2:29][C@H:30]1[CH2:35][CH2:34][C@H:33]([OH:36])[CH2:32][CH2:31]1. Given the product [CH:25]([NH:7][C:8]1[C:9]2[N:10]([C:14]([C:17]3[CH:22]=[CH:21][N:20]=[C:19]([NH:29][CH:30]4[CH2:35][CH2:34][CH:33]([OH:36])[CH2:32][CH2:31]4)[N:18]=3)=[CH:15][N:16]=2)[CH:11]=[CH:12][N:13]=1)([CH3:26])[CH3:27], predict the reactants needed to synthesize it.